Dataset: Cav3 T-type calcium channel HTS with 100,875 compounds. Task: Binary Classification. Given a drug SMILES string, predict its activity (active/inactive) in a high-throughput screening assay against a specified biological target. (1) The compound is o1c(c(c2ccccc2)c(c1N)C#N)c1ccccc1. The result is 0 (inactive). (2) The compound is s1c(/C=C(\NC(=O)c2ccccc2)C(=O)N\N=C\c2c(OC)ccc([N+]([O-])=O)c2)ccc1. The result is 0 (inactive). (3) The molecule is o1c2c(n3c(c(=O)n(nc3CC)C(C(=O)NCCN3CCN(CC3)c3c(c(ccc3)C)C)C)c2)cc1. The result is 0 (inactive). (4) The drug is O=C(N(C(c1cccnc1)C(=O)NCc1occc1)c1ccc(OC)cc1)Cn1nnc2c1cccc2. The result is 0 (inactive). (5) The drug is O=C1N(C(=O)c2c(n(nc2C)c2ccccc2)CC1(C)C)c1ccccc1. The result is 0 (inactive). (6) The molecule is s1c(C(=O)C=2C(N(CCN(CC)CC)C(=O)C2O)c2oc(cc2)C)ccc1. The result is 0 (inactive). (7) The compound is O=C(N1CCN(CC1)c1ccccc1)COC(=O)c1ncccc1. The result is 0 (inactive). (8) The drug is s1c(C2(ON=C(C2)c2ccc([N+]([O-])=O)cc2)C)c(nc1c1ccccc1)C. The result is 0 (inactive). (9) The result is 0 (inactive). The drug is Brc1ccc(S(=O)(=O)n2cc(nc2)C)cc1. (10) The compound is O1C(CCN=C1c1cc([N+]([O-])=O)ccc1)c1ccccc1. The result is 0 (inactive).